From a dataset of Catalyst prediction with 721,799 reactions and 888 catalyst types from USPTO. Predict which catalyst facilitates the given reaction. (1) Reactant: [CH2:1]([O:3][C:4](=[O:28])[CH:5]([C:16]1[N:17]([C:21]2[C:26]([F:27])=[CH:25][CH:24]=[CH:23][N:22]=2)[N:18]=[CH:19][CH:20]=1)[C:6]1[C:11]([CH2:12][CH2:13][CH3:14])=[C:10](I)[N:9]=[CH:8][N:7]=1)[CH3:2].[N-:29]=[N+:30]=[N-:31].[Na+]. Product: [CH2:1]([O:3][C:4](=[O:28])[CH:5]([C:16]1[N:17]([C:21]2[C:26]([F:27])=[CH:25][CH:24]=[CH:23][N:22]=2)[N:18]=[CH:19][CH:20]=1)[C:6]1[C:11]([CH2:12][CH2:13][CH3:14])=[C:10]([N:29]=[N+:30]=[N-:31])[N:9]=[CH:8][N:7]=1)[CH3:2]. The catalyst class is: 3. (2) Reactant: [CH3:1][C:2]1[N:6]2[CH:7]=[C:8]([C:11]([F:14])([F:13])[F:12])[CH:9]=[CH:10][C:5]2=[N:4][C:3]=1[NH:15][C:16](=[O:22])[O:17][C:18]([CH3:21])([CH3:20])[CH3:19].[H-].[Na+].[C:25]1([S:31](Cl)(=[O:33])=[O:32])[CH:30]=[CH:29][CH:28]=[CH:27][CH:26]=1. Product: [C:18]([O:17][C:16]([N:15]([C:3]1[N:4]=[C:5]2[CH:10]=[CH:9][C:8]([C:11]([F:13])([F:12])[F:14])=[CH:7][N:6]2[C:2]=1[CH3:1])[S:31]([C:25]1[CH:30]=[CH:29][CH:28]=[CH:27][CH:26]=1)(=[O:33])=[O:32])=[O:22])([CH3:19])([CH3:21])[CH3:20]. The catalyst class is: 3. (3) Reactant: [CH3:1][C:2]([CH3:15])([CH2:7][O:8][CH:9]1[CH2:14][CH2:13][NH:12][CH2:11][CH2:10]1)[C:3]([O:5][CH3:6])=[O:4].[F:16][C:17]1[CH:18]=[CH:19][C:20]2[N:24]=[C:23]([C:25]3[CH:26]=[N:27][C:28](F)=[CH:29][CH:30]=3)[NH:22][C:21]=2[CH:32]=1.C(=O)(O)[O-].[Na+].O. Product: [F:16][C:17]1[CH:18]=[CH:19][C:20]2[NH:24][C:23]([C:25]3[CH:30]=[CH:29][C:28]([N:12]4[CH2:13][CH2:14][CH:9]([O:8][CH2:7][C:2]([CH3:15])([CH3:1])[C:3]([O:5][CH3:6])=[O:4])[CH2:10][CH2:11]4)=[N:27][CH:26]=3)=[N:22][C:21]=2[CH:32]=1. The catalyst class is: 37. (4) Reactant: [Li]CCCC.CCCCCC.[CH2:12]([O:14]CC)C.Br[C:18]1[CH:19]=[C:20]([O:26][CH3:27])[C:21]([F:25])=[C:22]([F:24])[CH:23]=1.CN(C=O)C. Product: [F:24][C:22]1[CH:23]=[C:18]([CH:19]=[C:20]([O:26][CH3:27])[C:21]=1[F:25])[CH:12]=[O:14]. The catalyst class is: 6.